Dataset: NCI-60 drug combinations with 297,098 pairs across 59 cell lines. Task: Regression. Given two drug SMILES strings and cell line genomic features, predict the synergy score measuring deviation from expected non-interaction effect. (1) Drug 1: CC1=C(C(=CC=C1)Cl)NC(=O)C2=CN=C(S2)NC3=CC(=NC(=N3)C)N4CCN(CC4)CCO. Drug 2: CN(CC1=CN=C2C(=N1)C(=NC(=N2)N)N)C3=CC=C(C=C3)C(=O)NC(CCC(=O)O)C(=O)O. Cell line: HS 578T. Synergy scores: CSS=32.6, Synergy_ZIP=-2.85, Synergy_Bliss=-1.04, Synergy_Loewe=-2.88, Synergy_HSA=0.605. (2) Drug 1: CC1OCC2C(O1)C(C(C(O2)OC3C4COC(=O)C4C(C5=CC6=C(C=C35)OCO6)C7=CC(=C(C(=C7)OC)O)OC)O)O. Drug 2: COCCOC1=C(C=C2C(=C1)C(=NC=N2)NC3=CC=CC(=C3)C#C)OCCOC.Cl. Cell line: ACHN. Synergy scores: CSS=60.5, Synergy_ZIP=-1.40, Synergy_Bliss=-1.67, Synergy_Loewe=0.899, Synergy_HSA=3.93. (3) Drug 1: CC12CCC(CC1=CCC3C2CCC4(C3CC=C4C5=CN=CC=C5)C)O. Drug 2: CN(C(=O)NC(C=O)C(C(C(CO)O)O)O)N=O. Cell line: HL-60(TB). Synergy scores: CSS=-9.95, Synergy_ZIP=-0.102, Synergy_Bliss=-15.2, Synergy_Loewe=-18.8, Synergy_HSA=-20.3. (4) Synergy scores: CSS=65.8, Synergy_ZIP=11.5, Synergy_Bliss=18.8, Synergy_Loewe=20.1, Synergy_HSA=20.9. Cell line: SN12C. Drug 1: CC(CN1CC(=O)NC(=O)C1)N2CC(=O)NC(=O)C2. Drug 2: C1=CC(=CC=C1CC(C(=O)O)N)N(CCCl)CCCl.Cl. (5) Drug 1: CS(=O)(=O)C1=CC(=C(C=C1)C(=O)NC2=CC(=C(C=C2)Cl)C3=CC=CC=N3)Cl. Drug 2: CC1=C(C(=CC=C1)Cl)NC(=O)C2=CN=C(S2)NC3=CC(=NC(=N3)C)N4CCN(CC4)CCO. Cell line: 786-0. Synergy scores: CSS=19.0, Synergy_ZIP=-5.48, Synergy_Bliss=1.49, Synergy_Loewe=-1.98, Synergy_HSA=3.68. (6) Drug 1: C1=CC(=CC=C1CC(C(=O)O)N)N(CCCl)CCCl.Cl. Drug 2: CC1CCC2CC(C(=CC=CC=CC(CC(C(=O)C(C(C(=CC(C(=O)CC(OC(=O)C3CCCCN3C(=O)C(=O)C1(O2)O)C(C)CC4CCC(C(C4)OC)O)C)C)O)OC)C)C)C)OC. Cell line: COLO 205. Synergy scores: CSS=50.3, Synergy_ZIP=1.83, Synergy_Bliss=4.35, Synergy_Loewe=1.89, Synergy_HSA=2.63.